This data is from NCI-60 drug combinations with 297,098 pairs across 59 cell lines. The task is: Regression. Given two drug SMILES strings and cell line genomic features, predict the synergy score measuring deviation from expected non-interaction effect. (1) Drug 2: C(CN)CNCCSP(=O)(O)O. Drug 1: CC1=C(C=C(C=C1)NC2=NC=CC(=N2)N(C)C3=CC4=NN(C(=C4C=C3)C)C)S(=O)(=O)N.Cl. Cell line: A549. Synergy scores: CSS=-0.473, Synergy_ZIP=-0.244, Synergy_Bliss=-0.999, Synergy_Loewe=-2.92, Synergy_HSA=-2.23. (2) Drug 1: CS(=O)(=O)C1=CC(=C(C=C1)C(=O)NC2=CC(=C(C=C2)Cl)C3=CC=CC=N3)Cl. Drug 2: CC12CCC3C(C1CCC2O)C(CC4=C3C=CC(=C4)O)CCCCCCCCCS(=O)CCCC(C(F)(F)F)(F)F. Cell line: RXF 393. Synergy scores: CSS=13.2, Synergy_ZIP=-4.77, Synergy_Bliss=-1.18, Synergy_Loewe=0.812, Synergy_HSA=0.985.